From a dataset of Forward reaction prediction with 1.9M reactions from USPTO patents (1976-2016). Predict the product of the given reaction. (1) Given the reactants [CH:1]([N:4]1[CH:8]=[N:7][C:6]([CH3:9])=[N:5]1)([CH3:3])[CH3:2].C(N1C(C)=NC=N1)(C)C.C([Li])CCC.[Br:24][C:25]1[C:26]([CH3:40])=[CH:27][C:28]2[O:37][CH2:36][CH2:35][N:34]3[C:30](=[N:31][C:32](I)=[CH:33]3)[C:29]=2[CH:39]=1, predict the reaction product. The product is: [Br:24][C:25]1[C:26]([CH3:40])=[CH:27][C:28]2[O:37][CH2:36][CH2:35][N:34]3[C:30](=[N:31][C:32]([C:8]4[N:4]([CH:1]([CH3:3])[CH3:2])[N:5]=[C:6]([CH3:9])[N:7]=4)=[CH:33]3)[C:29]=2[CH:39]=1. (2) Given the reactants Br[C:2]1[CH:7]=[CH:6][CH:5]=[C:4]([Cl:8])[C:3]=1[F:9].C([Li])CCC.[C:15]([N:22]1[CH2:26][CH2:25][C:24](=[O:27])[CH2:23]1)([O:17][C:18]([CH3:21])([CH3:20])[CH3:19])=[O:16].[Cl-].[NH4+], predict the reaction product. The product is: [Cl:8][C:4]1[C:3]([F:9])=[C:2]([C:24]2([OH:27])[CH2:25][CH2:26][N:22]([C:15]([O:17][C:18]([CH3:20])([CH3:19])[CH3:21])=[O:16])[CH2:23]2)[CH:7]=[CH:6][CH:5]=1. (3) Given the reactants C(N(C(C)C)CC)(C)C.C1C=CC2N(O)N=NC=2C=1.FC(F)(F)C(O)=O.[Cl:27][CH2:28][CH2:29][CH2:30]/[C:31](=[CH:35]\[C:36]1[CH:41]=[CH:40][C:39]([N:42]2[CH:46]=[C:45]([CH3:47])[N:44]=[CH:43]2)=[C:38]([O:48][CH3:49])[CH:37]=1)/[C:32]([OH:34])=O.[CH2:50]1[C:59]2[C:54](=[CH:55][CH:56]=[CH:57][CH:58]=2)[CH2:53][CH2:52][CH:51]1[NH2:60].C(=O)(O)[O-].[Na+], predict the reaction product. The product is: [CH2:50]1[C:59]2[C:54](=[CH:55][CH:56]=[CH:57][CH:58]=2)[CH2:53][CH2:52][CH:51]1[NH:60][C:32](=[O:34])/[C:31](=[CH:35]/[C:36]1[CH:41]=[CH:40][C:39]([N:42]2[CH:46]=[C:45]([CH3:47])[N:44]=[CH:43]2)=[C:38]([O:48][CH3:49])[CH:37]=1)/[CH2:30][CH2:29][CH2:28][Cl:27]. (4) Given the reactants [Cl:1][C:2]1[CH:3]=[C:4]([NH:9][C:10]2[N:15]=[C:14]([Cl:16])[N:13]=[CH:12][N:11]=2)[CH:5]=[CH:6][C:7]=1[F:8].[CH3:17]I.[H-].[Na+], predict the reaction product. The product is: [CH3:17][N:13]1[CH:12]=[N:11][C:10]([NH:9][C:4]2[CH:5]=[CH:6][C:7]([F:8])=[C:2]([Cl:1])[CH:3]=2)=[N:15][CH:14]1[Cl:16]. (5) Given the reactants Cl.[C:2](=[NH:7])(OCC)[CH3:3].CCN(CC)CC.[Br:15][C:16]1[CH:21]=[CH:20][C:19]([NH:22][C:23]2[C:24]([C:32]([NH:34][NH2:35])=[O:33])=[CH:25][N:26]([CH3:31])[C:27](=[O:30])[C:28]=2[F:29])=[C:18]([F:36])[CH:17]=1.Cl, predict the reaction product. The product is: [NH:7]=[C:2]([NH:35][NH:34][C:32]([C:24]1[C:23]([NH:22][C:19]2[CH:20]=[CH:21][C:16]([Br:15])=[CH:17][C:18]=2[F:36])=[C:28]([F:29])[C:27](=[O:30])[N:26]([CH3:31])[CH:25]=1)=[O:33])[CH3:3]. (6) Given the reactants Cl[C:2]1[N:7]=[C:6]([NH:8][C:9]2[CH:14]=[CH:13][C:12]([O:15][CH3:16])=[CH:11][CH:10]=2)[C:5]([N+:17]([O-:19])=[O:18])=[CH:4][N:3]=1.[CH3:20][N:21]1[CH2:26][CH2:25][CH:24]([N:27]2[CH:31]=[C:30]([NH2:32])[CH:29]=[N:28]2)[CH2:23][CH2:22]1.CCN(C(C)C)C(C)C, predict the reaction product. The product is: [CH3:16][O:15][C:12]1[CH:13]=[CH:14][C:9]([NH:8][C:6]2[C:5]([N+:17]([O-:19])=[O:18])=[CH:4][N:3]=[C:2]([NH:32][C:30]3[CH:29]=[N:28][N:27]([CH:24]4[CH2:25][CH2:26][N:21]([CH3:20])[CH2:22][CH2:23]4)[CH:31]=3)[N:7]=2)=[CH:10][CH:11]=1. (7) Given the reactants Cl[CH2:2][C:3]([NH:5][C:6]1[CH:7]=[N:8][C:9]([O:12][C:13]2[CH:14]=[C:15]3[C:20](=[CH:21][CH:22]=2)[O:19][CH:18]([C:23]2[CH:28]=[CH:27][CH:26]=[CH:25][CH:24]=2)[CH2:17][CH2:16]3)=[CH:10][CH:11]=1)=[O:4].C(=O)([O-])[O-].[K+].[K+].[CH2:35]([NH:37][CH2:38][CH3:39])[CH3:36].O, predict the reaction product. The product is: [CH2:35]([N:37]([CH2:38][CH3:39])[CH2:2][C:3]([NH:5][C:6]1[CH:7]=[N:8][C:9]([O:12][C:13]2[CH:14]=[C:15]3[C:20](=[CH:21][CH:22]=2)[O:19][CH:18]([C:23]2[CH:28]=[CH:27][CH:26]=[CH:25][CH:24]=2)[CH2:17][CH2:16]3)=[CH:10][CH:11]=1)=[O:4])[CH3:36].